The task is: Predict the product of the given reaction.. This data is from Forward reaction prediction with 1.9M reactions from USPTO patents (1976-2016). (1) The product is: [F:33][C:2]([F:32])([F:1])[C:3]1[CH:27]=[C:26]([C:28]([F:30])([F:31])[F:29])[CH:25]=[CH:24][C:4]=1[CH2:5][N:6]1[C:14]2[C:9](=[CH:10][C:11]([CH:15]=[C:16]3[S:20][C:19]([N:34]4[CH2:38][CH2:37][CH2:36][C@@H:35]4[C:39]([OH:41])=[O:40])=[N:18][C:17]3=[O:23])=[CH:12][CH:13]=2)[CH:8]=[N:7]1. Given the reactants [F:1][C:2]([F:33])([F:32])[C:3]1[CH:27]=[C:26]([C:28]([F:31])([F:30])[F:29])[CH:25]=[CH:24][C:4]=1[CH2:5][N:6]1[C:14]2[C:9](=[CH:10][C:11]([CH:15]=[C:16]3[S:20][C:19](SC)=[N:18][C:17]3=[O:23])=[CH:12][CH:13]=2)[CH:8]=[N:7]1.[NH:34]1[CH2:38][CH2:37][CH2:36][C@@H:35]1[C:39]([OH:41])=[O:40], predict the reaction product. (2) The product is: [Br:1][C:2]1[N:7]=[CH:6][C:5]2[CH:8]=[N:19][NH:20][C:4]=2[CH:3]=1. Given the reactants [Br:1][C:2]1[N:7]=[CH:6][C:5]([CH:8]=O)=[C:4](Cl)[CH:3]=1.C(N(CC)CC)C.O.[NH2:19][NH2:20], predict the reaction product. (3) Given the reactants [O:1]([C:8]1[CH:16]=[CH:15][CH:14]=[CH:13][C:9]=1[C:10](O)=[O:11])[C:2]1[CH:7]=[CH:6][CH:5]=[CH:4][CH:3]=1.[H-].[Al+3].[Li+].[H-].[H-].[H-].Cl.O, predict the reaction product. The product is: [O:1]([C:8]1[CH:16]=[CH:15][CH:14]=[CH:13][C:9]=1[CH2:10][OH:11])[C:2]1[CH:3]=[CH:4][CH:5]=[CH:6][CH:7]=1. (4) Given the reactants Cl[CH2:2][CH2:3][CH2:4][O:5][C:6]1[CH:11]=[CH:10][C:9]([C:12]2[N:13]=[C:14]3[C:19]([CH3:20])=[CH:18][CH:17]=[CH:16][N:15]3[CH:21]=2)=[CH:8][CH:7]=1.[CH2:22]([N:30]1[CH2:35][CH2:34][NH:33][CH2:32][CH2:31]1)[CH2:23][C:24]1[CH:29]=[CH:28][CH:27]=[CH:26][CH:25]=1.C(NCCCC)CCC, predict the reaction product. The product is: [CH2:22]([N:30]1[CH2:31][CH2:32][N:33]([CH2:2][CH2:3][CH2:4][O:5][C:6]2[CH:11]=[CH:10][C:9]([C:12]3[N:13]=[C:14]4[C:19]([CH3:20])=[CH:18][CH:17]=[CH:16][N:15]4[CH:21]=3)=[CH:8][CH:7]=2)[CH2:34][CH2:35]1)[CH2:23][C:24]1[CH:25]=[CH:26][CH:27]=[CH:28][CH:29]=1.